This data is from Reaction yield outcomes from USPTO patents with 853,638 reactions. The task is: Predict the reaction yield, written as a fraction of the theoretical maximum amount of product (1.0 means a 100% yield; for example, 0.34 means a 34% yield). (1) The reactants are [CH3:1][CH:2]1[CH:9]2[CH:5]([CH2:6][NH:7][CH2:8]2)[C:4]2[S:10][CH:11]=[CH:12][C:3]1=2.C(N(CC)CC)C.Cl[C:21]([O:23][CH2:24][CH3:25])=[O:22]. The catalyst is C(Cl)Cl. The product is [CH2:24]([O:23][C:21]([N:7]1[CH2:6][CH:5]2[CH:9]([CH:2]([CH3:1])[C:3]3[CH:12]=[CH:11][S:10][C:4]=32)[CH2:8]1)=[O:22])[CH3:25]. The yield is 0.680. (2) The reactants are [F:1][C:2]1[CH:7]=[C:6]([N+:8]([O-:10])=[O:9])[CH:5]=[CH:4][C:3]=1[OH:11].[CH2:12](Br)[C:13]1[CH:18]=[CH:17][CH:16]=[CH:15][CH:14]=1.C(=O)([O-])[O-].[K+].[K+]. The catalyst is CN(C=O)C. The product is [CH2:12]([O:11][C:3]1[CH:4]=[CH:5][C:6]([N+:8]([O-:10])=[O:9])=[CH:7][C:2]=1[F:1])[C:13]1[CH:18]=[CH:17][CH:16]=[CH:15][CH:14]=1. The yield is 0.950. (3) The reactants are [NH:1]1[C:9]2[C:4](=[CH:5][CH:6]=[CH:7][CH:8]=2)[C:3]2([C:21]3[C:12](=[CH:13][C:14]4[O:19][CH2:18][CH2:17][O:16][C:15]=4[CH:20]=3)[O:11][CH2:10]2)[C:2]1=[O:22].[F:23][C:24]([F:34])([F:33])[C:25]1[CH:30]=[CH:29][N:28]=[C:27]([CH2:31]O)[CH:26]=1.C(P(CCCC)CCCC)CCC.N(C(OCC)=O)=NC(OCC)=O.Cl. The catalyst is O1CCCC1.CS(C)=O. The product is [F:34][C:24]([F:23])([F:33])[C:25]1[CH:30]=[CH:29][N:28]=[C:27]([CH2:31][N:1]2[C:9]3[C:4](=[CH:5][CH:6]=[CH:7][CH:8]=3)[C:3]3([C:21]4[C:12](=[CH:13][C:14]5[O:19][CH2:18][CH2:17][O:16][C:15]=5[CH:20]=4)[O:11][CH2:10]3)[C:2]2=[O:22])[CH:26]=1. The yield is 0.100. (4) The reactants are Cl[C:2]1[CH:8]=[CH:7][C:5]([NH2:6])=[CH:4][C:3]=1[N+:9]([O-:11])=[O:10].[OH:12][C:13]1[CH:18]=[CH:17][C:16]([SH:19])=[CH:15][CH:14]=1.C(=O)([O-])[O-].[Cs+].[Cs+].C(OCC)(=O)C. The yield is 0.920. The catalyst is CS(C)=O. The product is [NH2:6][C:5]1[CH:7]=[CH:8][C:2]([S:19][C:16]2[CH:17]=[CH:18][C:13]([OH:12])=[CH:14][CH:15]=2)=[C:3]([N+:9]([O-:11])=[O:10])[CH:4]=1. (5) The reactants are [F:1][C:2]1[CH:7]=[CH:6][C:5]([CH2:8][C:9]([OH:11])=O)=[CH:4][C:3]=1[N+:12]([O-:14])=[O:13].[C:15](OC(=O)CC)(=O)[CH2:16]C.CN1C=CN=C1. No catalyst specified. The product is [F:1][C:2]1[CH:7]=[CH:6][C:5]([CH2:8][C:9](=[O:11])[CH2:15][CH3:16])=[CH:4][C:3]=1[N+:12]([O-:14])=[O:13]. The yield is 0.520.